This data is from Reaction yield outcomes from USPTO patents with 853,638 reactions. The task is: Predict the reaction yield, written as a fraction of the theoretical maximum amount of product (1.0 means a 100% yield; for example, 0.34 means a 34% yield). The reactants are C([N:8]1[C:20]2[CH:19]=[C:18]3[C:13]([CH:14]=[CH:15][N:16]=[C:17]3[N:21]3[CH2:26][CH2:25][N:24]([CH3:27])[CH2:23][CH2:22]3)=[CH:12][C:11]=2[CH2:10][CH2:9]1)C1C=CC=CC=1.C([O-])=O.[NH4+]. The catalyst is CCO.[Pd]. The product is [CH3:27][N:24]1[CH2:23][CH2:22][N:21]([C:17]2[C:18]3[C:13](=[CH:12][C:11]4[CH2:10][CH2:9][NH:8][C:20]=4[CH:19]=3)[CH:14]=[CH:15][N:16]=2)[CH2:26][CH2:25]1. The yield is 0.270.